This data is from Reaction yield outcomes from USPTO patents with 853,638 reactions. The task is: Predict the reaction yield, written as a fraction of the theoretical maximum amount of product (1.0 means a 100% yield; for example, 0.34 means a 34% yield). (1) The reactants are [CH3:1][O:2][C:3]1[CH:4]=[C:5]([NH:15][C:16]2[N:20]=[C:19]([NH2:21])[NH:18][N:17]=2)[CH:6]=[CH:7][C:8]=1[N:9]1[CH:13]=[C:12]([CH3:14])[N:11]=[CH:10]1.[CH3:22][O:23][C:24](=[O:40])[C:25](=O)[CH2:26][C:27]([C:29]1[CH:34]=[CH:33][CH:32]=[C:31]([O:35][CH:36]([F:38])[F:37])[CH:30]=1)=O. No catalyst specified. The product is [C:24]([OH:40])(=[O:23])[CH3:25].[CH3:22][O:23][C:24]([C:25]1[CH:26]=[C:27]([C:29]2[CH:34]=[CH:33][CH:32]=[C:31]([O:35][CH:36]([F:37])[F:38])[CH:30]=2)[N:18]2[N:17]=[C:16]([NH:15][C:5]3[CH:6]=[CH:7][C:8]([N:9]4[CH:13]=[C:12]([CH3:14])[N:11]=[CH:10]4)=[C:3]([O:2][CH3:1])[CH:4]=3)[N:20]=[C:19]2[N:21]=1)=[O:40]. The yield is 0.830. (2) The reactants are Cl[CH2:2][C:3]([NH:5][C:6]1[CH:11]=[CH:10][CH:9]=[C:8]([C:12]2[CH:21]=[N:20][C:19]3[C:14](=[CH:15][CH:16]=[CH:17][CH:18]=3)[N:13]=2)[CH:7]=1)=[O:4].[NH:22]1[CH2:26][CH2:25][CH2:24][CH2:23]1.C([O-])([O-])=O.[K+].[K+].[N-]=C=O. The catalyst is CC#N.C(OCC)(=O)C. The product is [N:22]1([CH2:2][C:3]([NH:5][C:6]2[CH:11]=[CH:10][CH:9]=[C:8]([C:12]3[CH:21]=[N:20][C:19]4[C:14](=[CH:15][CH:16]=[CH:17][CH:18]=4)[N:13]=3)[CH:7]=2)=[O:4])[CH2:26][CH2:25][CH2:24][CH2:23]1. The yield is 0.400. (3) The reactants are [Br:1][C:2]1[NH:10][C:9]2[C:8](=[O:11])[NH:7][C:6](=[O:12])[N:5]([CH3:13])[C:4]=2[N:3]=1.C(=O)([O-])[O-].[K+].[K+].[CH2:20]([O:22][CH2:23]Cl)[CH3:21]. The yield is 0.700. The catalyst is CN(C=O)C. The product is [Br:1][C:2]1[N:10]([CH2:23][O:22][CH2:20][CH3:21])[C:9]2[C:8](=[O:11])[NH:7][C:6](=[O:12])[N:5]([CH3:13])[C:4]=2[N:3]=1. (4) The yield is 0.960. The reactants are [CH:1]([OH:4])([CH3:3])[CH3:2].[CH3:5][C:6]1[O:7][C:8]([CH3:14])=[CH:9][C:10]=1[C:11](Cl)=[O:12]. The product is [CH:1]([O:4][C:11]([C:10]1[CH:9]=[C:8]([CH3:14])[O:7][C:6]=1[CH3:5])=[O:12])([CH3:3])[CH3:2]. The catalyst is C(Cl)Cl. (5) The reactants are [CH:1]1([N:5]2[CH2:10][CH2:9][N:8]([C:11]([C@@H:13]3[CH2:15][C@H:14]3[C:16]3[CH:17]=[C:18]([CH:21]=[CH:22][CH:23]=3)[C:19]#[N:20])=[O:12])[CH2:7][CH2:6]2)[CH2:4][CH2:3][CH2:2]1.C(N)(=[O:26])C. The catalyst is C1COCC1.O.[Pd](Cl)Cl. The product is [CH:1]1([N:5]2[CH2:10][CH2:9][N:8]([C:11]([C@@H:13]3[CH2:15][C@H:14]3[C:16]3[CH:17]=[C:18]([CH:21]=[CH:22][CH:23]=3)[C:19]([NH2:20])=[O:26])=[O:12])[CH2:7][CH2:6]2)[CH2:2][CH2:3][CH2:4]1. The yield is 0.551. (6) The reactants are [OH:1][CH2:2][CH:3]([CH2:6][OH:7])[CH2:4][OH:5].[CH3:8][CH2:9][C:10](=O)[CH2:11][CH3:12]. No catalyst specified. The product is [CH2:9]([C:10]1([CH2:11][CH3:12])[O:5][CH2:4][CH:3]([CH2:6][OH:7])[CH2:2][O:1]1)[CH3:8]. The yield is 0.460. (7) The reactants are [C:1]([NH:4][C:5]1[CH:10]=[CH:9][CH:8]=[CH:7][CH:6]=1)(=S)[CH3:2].[C:11]([NH:19][NH2:20])(=O)[C:12]1[CH:17]=[CH:16][CH:15]=[CH:14][CH:13]=1.C(O)CCC. The catalyst is O. The product is [CH3:2][C:1]1[N:4]([C:5]2[CH:10]=[CH:9][CH:8]=[CH:7][CH:6]=2)[C:11]([C:12]2[CH:17]=[CH:16][CH:15]=[CH:14][CH:13]=2)=[N:19][N:20]=1. The yield is 0.180. (8) The catalyst is C(Cl)(Cl)Cl.C(O)(C(F)(F)F)=O. The yield is 0.760. The reactants are [OH:1][C:2]1[CH:3]=[C:4]([C:8]2[N:9]=[C:10]([N:32]3[CH2:37][CH2:36][O:35][CH2:34][CH2:33]3)[C:11]3[N:16]=[N:15][N:14]([CH2:17][CH2:18][N:19]4[CH2:24][CH2:23][N:22](C(OC(C)(C)C)=O)[CH2:21][CH2:20]4)[C:12]=3[N:13]=2)[CH:5]=[CH:6][CH:7]=1. The product is [N:32]1([C:10]2[C:11]3[N:16]=[N:15][N:14]([CH2:17][CH2:18][N:19]4[CH2:20][CH2:21][NH:22][CH2:23][CH2:24]4)[C:12]=3[N:13]=[C:8]([C:4]3[CH:3]=[C:2]([OH:1])[CH:7]=[CH:6][CH:5]=3)[N:9]=2)[CH2:33][CH2:34][O:35][CH2:36][CH2:37]1. (9) The reactants are C1(P(C2C=CC=CC=2)C2C=CC=CC=2)C=CC=CC=1.[Cl:20]C(Cl)(Cl)C(Cl)(Cl)Cl.[CH3:28][O:29][C:30](=[O:42])[C@H:31]([CH2:40]O)[NH:32][C:33]([O:35][C:36]([CH3:39])([CH3:38])[CH3:37])=[O:34]. The catalyst is ClCCl. The product is [CH3:28][O:29][C:30](=[O:42])[CH:31]([NH:32][C:33]([O:35][C:36]([CH3:39])([CH3:38])[CH3:37])=[O:34])[CH2:40][Cl:20]. The yield is 0.780. (10) The reactants are Br[C:2]1[CH:8]=[CH:7][C:5]([NH2:6])=[CH:4][CH:3]=1.[CH3:9][N:10]1[CH:14]=[C:13](B2OC(C)(C)C(C)(C)O2)[CH:12]=[N:11]1.C(=O)([O-])[O-].[K+].[K+]. The catalyst is C(COC)OC.O.CC(P(C(C)(C)C)C1[CH-]C=CC=1)(C)C.CC(P(C(C)(C)C)C1[CH-]C=CC=1)(C)C.[Cl-].[Cl-].[Fe+2].[Pd+2]. The product is [CH3:9][N:10]1[CH:14]=[C:13]([C:2]2[CH:8]=[CH:7][C:5]([NH2:6])=[CH:4][CH:3]=2)[CH:12]=[N:11]1. The yield is 0.470.